Dataset: Full USPTO retrosynthesis dataset with 1.9M reactions from patents (1976-2016). Task: Predict the reactants needed to synthesize the given product. Given the product [C:1]([C:5]1[CH:9]=[C:8]([NH:10][C:25](=[O:26])[O:27][C:28]2[CH:33]=[CH:32][CH:31]=[CH:30][CH:29]=2)[N:7]([C:11]2[CH:12]=[CH:13][C:14]([CH3:17])=[CH:15][CH:16]=2)[N:6]=1)([CH3:4])([CH3:3])[CH3:2], predict the reactants needed to synthesize it. The reactants are: [C:1]([C:5]1[CH:9]=[C:8]([NH2:10])[N:7]([C:11]2[CH:16]=[CH:15][C:14]([CH3:17])=[CH:13][CH:12]=2)[N:6]=1)([CH3:4])([CH3:3])[CH3:2].C([O-])([O-])=O.[K+].[K+].Cl[C:25]([O:27][C:28]1[CH:33]=[CH:32][CH:31]=[CH:30][CH:29]=1)=[O:26].